Dataset: Forward reaction prediction with 1.9M reactions from USPTO patents (1976-2016). Task: Predict the product of the given reaction. (1) Given the reactants [C:1]([O:5][C:6]([NH:8][CH2:9][C:10]([OH:12])=O)=[O:7])([CH3:4])([CH3:3])[CH3:2].[NH2:13][C@H:14]1[CH2:19][O:18][C@H:17]([C:20]([NH2:22])=[O:21])[CH2:16][CH2:15]1.C(N(C(C)C)CC)(C)C.F[P-](F)(F)(F)(F)F.N1(OC(N(C)C)=[N+](C)C)C2N=CC=CC=2N=N1, predict the reaction product. The product is: [C:20]([C@H:17]1[O:18][CH2:19][C@H:14]([NH:13][C:10](=[O:12])[CH2:9][NH:8][C:6](=[O:7])[O:5][C:1]([CH3:2])([CH3:3])[CH3:4])[CH2:15][CH2:16]1)(=[O:21])[NH2:22]. (2) Given the reactants C([O-])([O-])=O.[K+].[K+].[Br:7][C:8]1[C:18]([OH:19])=[C:17]([Br:20])[CH:16]=[CH:15][C:9]=1[C:10]([O:12][CH2:13][CH3:14])=[O:11].CN(C=O)C.Cl[CH2:27][C:28]([NH2:30])=[O:29], predict the reaction product. The product is: [Br:7][C:8]1[C:18]([O:19][CH2:27][C:28]([NH2:30])=[O:29])=[C:17]([Br:20])[CH:16]=[CH:15][C:9]=1[C:10]([O:12][CH2:13][CH3:14])=[O:11]. (3) Given the reactants C(OC([NH:8][CH2:9][C:10]([O:12][CH:13]1[CH2:17][CH2:16][CH:15]([N:18]2[C:22]3[N:23]=[CH:24][N:25]=[C:26]([NH2:27])[C:21]=3[C:20]([C:28]3[CH:33]=[CH:32][C:31]([O:34][C:35]4[CH:40]=[CH:39][CH:38]=[CH:37][CH:36]=4)=[CH:30][CH:29]=3)=[CH:19]2)[CH2:14]1)=[O:11])=O)(C)(C)C.[ClH:41], predict the reaction product. The product is: [ClH:41].[NH2:8][CH2:9][C:10]([O:12][CH:13]1[CH2:17][CH2:16][CH:15]([N:18]2[C:22]3[N:23]=[CH:24][N:25]=[C:26]([NH2:27])[C:21]=3[C:20]([C:28]3[CH:33]=[CH:32][C:31]([O:34][C:35]4[CH:40]=[CH:39][CH:38]=[CH:37][CH:36]=4)=[CH:30][CH:29]=3)=[CH:19]2)[CH2:14]1)=[O:11]. (4) Given the reactants [CH:1]([C:4]1[CH:5]=[C:6]([CH2:21]O)[CH:7]=[CH:8][C:9]=1[O:10][Si:11]([CH:18]([CH3:20])[CH3:19])([CH:15]([CH3:17])[CH3:16])[CH:12]([CH3:14])[CH3:13])([CH3:3])[CH3:2].S(Cl)([Cl:25])=O, predict the reaction product. The product is: [Cl:25][CH2:21][C:6]1[CH:7]=[CH:8][C:9]([O:10][Si:11]([CH:18]([CH3:20])[CH3:19])([CH:15]([CH3:17])[CH3:16])[CH:12]([CH3:14])[CH3:13])=[C:4]([CH:1]([CH3:3])[CH3:2])[CH:5]=1. (5) Given the reactants [CH:1]1([CH:9]=O)[CH2:8][CH2:7][CH2:6][CH2:5][CH2:4][CH2:3][CH2:2]1.[Cl:11][C:12]1[CH:13]=[C:14]2[C:18](=[CH:19][CH:20]=1)[NH:17][C:16]([CH3:21])=[C:15]2[CH:22]1[CH2:27][CH2:26][NH:25][CH2:24][CH2:23]1, predict the reaction product. The product is: [Cl:11][C:12]1[CH:13]=[C:14]2[C:18](=[CH:19][CH:20]=1)[NH:17][C:16]([CH3:21])=[C:15]2[CH:22]1[CH2:27][CH2:26][N:25]([CH2:9][CH:1]2[CH2:8][CH2:7][CH2:6][CH2:5][CH2:4][CH2:3][CH2:2]2)[CH2:24][CH2:23]1. (6) Given the reactants [NH2:1][C:2]1[C:3]([C:13]([NH:15][NH:16][C:17](=[O:25])[CH2:18][C:19]2[CH:24]=[CH:23][CH:22]=[CH:21][CH:20]=2)=O)=[N:4][C:5]([Br:12])=[C:6]([C:8]([F:11])([F:10])[F:9])[N:7]=1.S(Cl)(C1C=CC(C)=CC=1)(=O)=O.CCN(P1(N(C)CCCN1C)=NC(C)(C)C)CC, predict the reaction product. The product is: [CH2:18]([C:17]1[O:25][C:13]([C:3]2[C:2]([NH2:1])=[N:7][C:6]([C:8]([F:9])([F:11])[F:10])=[C:5]([Br:12])[N:4]=2)=[N:15][N:16]=1)[C:19]1[CH:24]=[CH:23][CH:22]=[CH:21][CH:20]=1. (7) The product is: [C:24]1([C:18]2[CH:19]=[CH:20][CH:21]=[CH:22][CH:23]=2)[CH:31]=[CH:30][CH:29]=[CH:28][C:25]=1[CH2:26][N:11]1[C:7]2[CH:6]=[CH:5][N:4]=[C:3]([O:2][CH3:1])[C:8]=2[CH:9]=[C:10]1[CH3:12]. Given the reactants [CH3:1][O:2][C:3]1[C:8]2[CH:9]=[C:10]([CH3:12])[NH:11][C:7]=2[CH:6]=[CH:5][N:4]=1.CN(C=O)C.[C:18]1([C:24]2[CH:31]=[CH:30][CH:29]=[CH:28][C:25]=2[CH2:26]Br)[CH:23]=[CH:22][CH:21]=[CH:20][CH:19]=1, predict the reaction product.